Dataset: Catalyst prediction with 721,799 reactions and 888 catalyst types from USPTO. Task: Predict which catalyst facilitates the given reaction. (1) Reactant: [CH2:1]([OH:17])[CH2:2][CH2:3][CH2:4][CH2:5][CH2:6][CH2:7][CH2:8][CH2:9][CH2:10][CH2:11][CH2:12][CH2:13][CH2:14][CH2:15][CH3:16].N1C=CC=CC=1.[C:24]1([CH3:34])[CH:29]=[CH:28][C:27]([S:30](Cl)(=[O:32])=[O:31])=[CH:26][CH:25]=1.O. Product: [C:24]1([CH3:34])[CH:29]=[CH:28][C:27]([S:30]([O:17][CH2:1][CH2:2][CH2:3][CH2:4][CH2:5][CH2:6][CH2:7][CH2:8][CH2:9][CH2:10][CH2:11][CH2:12][CH2:13][CH2:14][CH2:15][CH3:16])(=[O:32])=[O:31])=[CH:26][CH:25]=1. The catalyst class is: 4. (2) Reactant: C([O:8][CH2:9][C@@H:10]1[CH2:15][N:14]([CH3:16])[CH2:13][CH2:12][N:11]1[C:17]1[CH:18]=[CH:19][C:20]([O:41][C:42]([F:45])([F:44])[F:43])=[C:21]([NH:23][C:24]2[N:33]=[CH:32][C:31]3[CH2:30][CH2:29][C:28]4[C:34]([C:38]([NH2:40])=[O:39])=[N:35][N:36]([CH3:37])[C:27]=4[C:26]=3[N:25]=2)[CH:22]=1)C1C=CC=CC=1.B(Cl)(Cl)Cl.CO. Product: [OH:8][CH2:9][C@@H:10]1[CH2:15][N:14]([CH3:16])[CH2:13][CH2:12][N:11]1[C:17]1[CH:18]=[CH:19][C:20]([O:41][C:42]([F:43])([F:44])[F:45])=[C:21]([NH:23][C:24]2[N:33]=[CH:32][C:31]3[CH2:30][CH2:29][C:28]4[C:34]([C:38]([NH2:40])=[O:39])=[N:35][N:36]([CH3:37])[C:27]=4[C:26]=3[N:25]=2)[CH:22]=1. The catalyst class is: 2. (3) Reactant: [CH:1]1([C:4]2[N:8]=[C:7]([C:9]3[C:16]4[C:15]([CH3:18])([CH3:17])[O:14][C:13]([CH3:20])([CH3:19])[C:12]=4[S:11][C:10]=3[N:21]3[C:25](=[O:26])[C:24]4[CH2:27][CH2:28][CH2:29][C:23]=4[C:22]3=[O:30])[O:6][N:5]=2)[CH2:3][CH2:2]1.[OH-].[Na+].CC([O:37]C)(C)C.Cl. Product: [CH:1]1([C:4]2[N:8]=[C:7]([C:9]3[C:16]4[C:15]([CH3:17])([CH3:18])[O:14][C:13]([CH3:20])([CH3:19])[C:12]=4[S:11][C:10]=3[NH:21][C:22]([C:23]3[CH2:29][CH2:28][CH2:27][C:24]=3[C:25]([OH:26])=[O:37])=[O:30])[O:6][N:5]=2)[CH2:2][CH2:3]1. The catalyst class is: 20. (4) Reactant: Cl[C:2]1[C:11]2=[N:12][N:13](CC3C=CC(OC)=CC=3)[CH:14]=[C:10]2[C:9]2[CH:8]=[C:7]([O:24][CH3:25])[C:6]([O:26][CH3:27])=[CH:5][C:4]=2[N:3]=1.[CH3:28][O:29][C:30]1[CH:31]=[C:32]([CH:34]=[CH:35][C:36]=1[O:37][CH3:38])[NH2:33].Cl. Product: [CH3:28][O:29][C:30]1[CH:31]=[C:32]([NH:33][C:2]2[C:11]3=[N:12][NH:13][CH:14]=[C:10]3[C:9]3[CH:8]=[C:7]([O:24][CH3:25])[C:6]([O:26][CH3:27])=[CH:5][C:4]=3[N:3]=2)[CH:34]=[CH:35][C:36]=1[O:37][CH3:38]. The catalyst class is: 71.